Dataset: Reaction yield outcomes from USPTO patents with 853,638 reactions. Task: Predict the reaction yield, written as a fraction of the theoretical maximum amount of product (1.0 means a 100% yield; for example, 0.34 means a 34% yield). (1) The reactants are CON(C)[C:4]([C:6]1[CH:7]=[C:8]2[C:13](=[CH:14][CH:15]=1)[N:12]=[CH:11][CH:10]=[CH:9]2)=[O:5].[CH3:17][Mg+].[Br-].[NH4+].[Cl-]. The catalyst is C1COCC1. The product is [N:12]1[C:13]2[C:8](=[CH:7][C:6]([C:4](=[O:5])[CH3:17])=[CH:15][CH:14]=2)[CH:9]=[CH:10][CH:11]=1. The yield is 0.970. (2) The reactants are [CH3:1][Si](C)(C)[N-][Si](C)(C)C.[Na+].[Cl:11][C:12]1[CH:17]=[CH:16][C:15]([C:18]([C:20]2[CH:29]=[CH:28][CH:27]=[CH:26][C:21]=2[C:22]([O:24][CH3:25])=[O:23])=O)=[CH:14][C:13]=1[N+:30]([O-:32])=[O:31]. The catalyst is [Br-].C[P+](C1C=CC=CC=1)(C1C=CC=CC=1)C1C=CC=CC=1.O1CCCC1. The product is [Cl:11][C:12]1[CH:17]=[CH:16][C:15]([C:18]([C:20]2[CH:29]=[CH:28][CH:27]=[CH:26][C:21]=2[C:22]([O:24][CH3:25])=[O:23])=[CH2:1])=[CH:14][C:13]=1[N+:30]([O-:32])=[O:31]. The yield is 0.140. (3) The reactants are [N:1]([CH2:4][CH2:5][CH2:6][S:7]([O-:10])(=O)=[O:8])=[N+:2]=[N-:3].[Na+].S(Cl)([Cl:14])=O. No catalyst specified. The product is [N:1]([CH2:4][CH2:5][CH2:6][S:7]([Cl:14])(=[O:10])=[O:8])=[N+:2]=[N-:3]. The yield is 0.970.